Dataset: Peptide-MHC class I binding affinity with 185,985 pairs from IEDB/IMGT. Task: Regression. Given a peptide amino acid sequence and an MHC pseudo amino acid sequence, predict their binding affinity value. This is MHC class I binding data. (1) The peptide sequence is KMEKYQLAV. The MHC is HLA-A02:01 with pseudo-sequence HLA-A02:01. The binding affinity (normalized) is 0.514. (2) The peptide sequence is DMRKRIEAF. The MHC is HLA-A02:01 with pseudo-sequence HLA-A02:01. The binding affinity (normalized) is 0.0847.